From a dataset of Full USPTO retrosynthesis dataset with 1.9M reactions from patents (1976-2016). Predict the reactants needed to synthesize the given product. (1) Given the product [C:17]([C:19]1[CH:24]=[CH:23][N:22]=[CH:21][CH:20]=1)#[C:1][CH2:2][CH2:3][CH2:4][CH2:5][CH2:6][CH3:7], predict the reactants needed to synthesize it. The reactants are: [CH:1]#[C:2][CH2:3][CH2:4][CH2:5][CH2:6][CH2:7]C.C1(C#C)C=CC=CC=1.[C:17]([C:19]1[CH:24]=[CH:23][N:22]=[CH:21][CH:20]=1)#N. (2) The reactants are: [F:1][C:2]1[CH:3]=[C:4]([N:14]2[CH2:18][C@H:17]([CH2:19][OH:20])[O:16][C:15]2=[O:21])[CH:5]=[CH:6][C:7]=1[N:8]1[C:12]([CH3:13])=[CH:11][N:10]=[CH:9]1.C(N(CC)CC)C.[CH3:29][S:30](Cl)(=[O:32])=[O:31]. Given the product [F:1][C:2]1[CH:3]=[C:4]([N:14]2[CH2:18][C@H:17]([CH2:19][O:20][S:30]([CH3:29])(=[O:32])=[O:31])[O:16][C:15]2=[O:21])[CH:5]=[CH:6][C:7]=1[N:8]1[C:12]([CH3:13])=[CH:11][N:10]=[CH:9]1, predict the reactants needed to synthesize it. (3) Given the product [CH3:22][O:21][C:18]1[CH:19]=[CH:20][C:14]2[O:13][C:12]([CH2:11][O:1][C:2]3[CH:15]=[CH:16][C:12]([CH2:8][OH:9])=[CH:11][CH:3]=3)=[CH:16][C:15]=2[CH:17]=1, predict the reactants needed to synthesize it. The reactants are: [O-:1][CH2:2][CH3:3].[Na+].CN([CH:8]=[O:9])C.Br[CH2:11][C:12]1[O:13][C:14]2[CH:20]=[CH:19][C:18]([O:21][CH3:22])=[CH:17][C:15]=2[CH:16]=1.[H-].[H-].[H-].[H-].[Li+].[Al+3]. (4) Given the product [Cl:1][C:2]1[CH:3]=[C:4]2[C:9](=[CH:10][CH:11]=1)[N:8]=[C:7]([N:12]1[CH2:17][CH2:16][CH2:15][CH2:14][CH2:13]1)[C:6]([C:18]1[O:19][C:38](=[O:39])[NH:21][N:20]=1)=[C:5]2[C:22]1[CH:27]=[CH:26][CH:25]=[CH:24][CH:23]=1, predict the reactants needed to synthesize it. The reactants are: [Cl:1][C:2]1[CH:3]=[C:4]2[C:9](=[CH:10][CH:11]=1)[N:8]=[C:7]([N:12]1[CH2:17][CH2:16][CH2:15][CH2:14][CH2:13]1)[C:6]([C:18]([NH:20][NH2:21])=[O:19])=[C:5]2[C:22]1[CH:27]=[CH:26][CH:25]=[CH:24][CH:23]=1.C(N(CC)CC)C.O.C1C[O:39][CH2:38]C1. (5) Given the product [CH2:16]([C:23]1([OH:29])[CH2:28][CH2:27][N:26]([C:12]([C:7]2[NH:8][C:9]3[C:4]([C:5](=[O:15])[CH:6]=2)=[CH:3][C:2]([OH:1])=[CH:11][CH:10]=3)=[O:14])[CH2:25][CH2:24]1)[C:17]1[CH:18]=[CH:19][CH:20]=[CH:21][CH:22]=1, predict the reactants needed to synthesize it. The reactants are: [OH:1][C:2]1[CH:3]=[C:4]2[C:9](=[CH:10][CH:11]=1)[NH:8][C:7]([C:12]([OH:14])=O)=[CH:6][C:5]2=[O:15].[CH2:16]([C:23]1([OH:29])[CH2:28][CH2:27][NH:26][CH2:25][CH2:24]1)[C:17]1[CH:22]=[CH:21][CH:20]=[CH:19][CH:18]=1. (6) Given the product [C:1]([C:5]1[N:9]([CH2:10][CH:11]2[CH2:16][CH2:15][C:14]([F:17])([F:18])[CH2:13][CH2:12]2)[C:8]2[CH:19]=[CH:20][C:21]([S:23]([N:26]3[CH2:27][CH:28]([N:30]=[C:41]=[O:43])[CH2:29]3)(=[O:25])=[O:24])=[CH:22][C:7]=2[N:6]=1)([CH3:4])([CH3:2])[CH3:3], predict the reactants needed to synthesize it. The reactants are: [C:1]([C:5]1[N:9]([CH2:10][CH:11]2[CH2:16][CH2:15][C:14]([F:18])([F:17])[CH2:13][CH2:12]2)[C:8]2[CH:19]=[CH:20][C:21]([S:23]([N:26]3[CH2:29][CH:28]([NH2:30])[CH2:27]3)(=[O:25])=[O:24])=[CH:22][C:7]=2[N:6]=1)([CH3:4])([CH3:3])[CH3:2].CCN(C(C)C)C(C)C.Cl[C:41](Cl)([O:43]C(=O)OC(Cl)(Cl)Cl)Cl. (7) Given the product [CH3:14][C:13]1[C:9]([B:4]([OH:5])[OH:3])=[CH:10][S:11][CH:12]=1, predict the reactants needed to synthesize it. The reactants are: CC1(C)C(C)(C)[O:5][B:4]([C:9]2[C:13]([CH3:14])=[CH:12][S:11][CH:10]=2)[O:3]1.O. (8) Given the product [NH2:1][C:2]1[CH:7]=[C:6]([C:8]([F:10])([F:11])[F:9])[CH:5]=[CH:4][C:3]=1[NH:12][C:13]1[CH:14]=[C:15]([CH:21]=[CH:22][CH:23]=1)[C:16]([OH:18])=[O:17], predict the reactants needed to synthesize it. The reactants are: [NH2:1][C:2]1[CH:7]=[C:6]([C:8]([F:11])([F:10])[F:9])[CH:5]=[CH:4][C:3]=1[NH:12][C:13]1[CH:14]=[C:15]([CH:21]=[CH:22][CH:23]=1)[C:16]([O:18]CC)=[O:17].[OH-].[Na+]. (9) Given the product [Br:1][C:2]1[CH:11]=[C:10]2[C:5]([C:6]([NH:15][CH2:16][CH:17]3[CH2:18][CH2:19][O:20][CH2:21][CH2:22]3)=[C:7]([NH2:12])[CH:8]=[N:9]2)=[CH:4][CH:3]=1, predict the reactants needed to synthesize it. The reactants are: [Br:1][C:2]1[CH:11]=[C:10]2[C:5]([C:6]([NH:15][CH2:16][CH:17]3[CH2:22][CH2:21][O:20][CH2:19][CH2:18]3)=[C:7]([N+:12]([O-])=O)[CH:8]=[N:9]2)=[CH:4][CH:3]=1. (10) Given the product [Cl:42][C:24]1[C:25]([NH:27][C:28]2[CH:33]=[CH:32][C:31]([N:34]3[CH2:35][CH2:36][O:37][CH2:38][CH2:39]3)=[CH:30][C:29]=2[O:40][CH3:41])=[N:26][C:21]([NH:1][C:2]2[CH:19]=[CH:18][C:5]3[CH2:6][CH2:7][N:8]([CH2:11][C@@H:12]([OH:17])[C:13]([F:16])([F:14])[F:15])[CH2:9][CH2:10][C:4]=3[CH:3]=2)=[N:22][CH:23]=1, predict the reactants needed to synthesize it. The reactants are: [NH2:1][C:2]1[CH:19]=[CH:18][C:5]2[CH2:6][CH2:7][N:8]([CH2:11][C@@H:12]([OH:17])[C:13]([F:16])([F:15])[F:14])[CH2:9][CH2:10][C:4]=2[CH:3]=1.Cl[C:21]1[N:26]=[C:25]([NH:27][C:28]2[CH:33]=[CH:32][C:31]([N:34]3[CH2:39][CH2:38][O:37][CH2:36][CH2:35]3)=[CH:30][C:29]=2[O:40][CH3:41])[C:24]([Cl:42])=[CH:23][N:22]=1.